Task: Predict the reaction yield, written as a fraction of the theoretical maximum amount of product (1.0 means a 100% yield; for example, 0.34 means a 34% yield).. Dataset: Reaction yield outcomes from USPTO patents with 853,638 reactions (1) The reactants are [Cl:1][C:2]1[CH:3]=[C:4]2[C:12](=[CH:13][CH:14]=1)[NH:11][C:10]1[CH2:9][N:8]([C:15]([C:17]3[CH:22]=[CH:21][CH:20]=[CH:19][CH:18]=3)=[O:16])[CH2:7][CH2:6][C:5]2=1.C(C1C(=O)C(Cl)=C(Cl)C(=[O:28])C=1C#N)#N.C1COCC1.O. The catalyst is C1COCC1. The product is [C:15]([N:8]1[CH2:7][C:6](=[O:28])[C:5]2[C:4]3[C:12](=[CH:13][CH:14]=[C:2]([Cl:1])[CH:3]=3)[NH:11][C:10]=2[CH2:9]1)(=[O:16])[C:17]1[CH:18]=[CH:19][CH:20]=[CH:21][CH:22]=1. The yield is 0.750. (2) The reactants are [NH:1]1[CH2:6][CH2:5][CH2:4][CH2:3][C:2]1=[N:7][C:8]#[N:9].[K].Br[CH2:12][C:13]([C:15]1[CH:20]=[CH:19][C:18]([CH3:21])=[CH:17][CH:16]=1)=[O:14]. The catalyst is C(#N)C. The product is [O:14]=[C:13]([C:15]1[CH:20]=[CH:19][C:18]([CH3:21])=[CH:17][CH:16]=1)[CH2:12][N:1]1[CH2:6][CH2:5][CH2:4][CH2:3][C:2]1=[N:7][C:8]#[N:9]. The yield is 0.590. (3) The product is [NH2:1][C:2]1[C:7]([NH2:8])=[C:6]([CH:11]2[CH2:12][CH2:13][N:14]([C:17]([O:19][C:20]([CH3:23])([CH3:22])[CH3:21])=[O:18])[CH2:15][CH2:16]2)[CH:5]=[CH:4][N:3]=1. The catalyst is CCO.CCOC(C)=O.[Pd]. The reactants are [NH2:1][C:2]1[C:7]([N+:8]([O-])=O)=[C:6]([C:11]2[CH2:16][CH2:15][N:14]([C:17]([O:19][C:20]([CH3:23])([CH3:22])[CH3:21])=[O:18])[CH2:13][CH:12]=2)[CH:5]=[CH:4][N:3]=1. The yield is 0.930. (4) The reactants are [CH:1]([C:3]1[CH:8]=[CH:7][C:6]([CH:9]2[C:13]3[C:14]([CH3:28])=[C:15]([NH:20][C:21](=[O:27])[CH2:22][C:23]([CH3:26])([CH3:25])[CH3:24])[C:16]([CH3:19])=[C:17]([CH3:18])[C:12]=3[O:11][CH2:10]2)=[CH:5][CH:4]=1)=[O:2].[CH3:29][Mg]Br. The catalyst is C(OCC)(=O)C.CCCCCC. The product is [OH:2][CH:1]([C:3]1[CH:8]=[CH:7][C:6]([CH:9]2[C:13]3[C:14]([CH3:28])=[C:15]([NH:20][C:21](=[O:27])[CH2:22][C:23]([CH3:24])([CH3:25])[CH3:26])[C:16]([CH3:19])=[C:17]([CH3:18])[C:12]=3[O:11][CH2:10]2)=[CH:5][CH:4]=1)[CH3:29]. The yield is 0.930.